From a dataset of Forward reaction prediction with 1.9M reactions from USPTO patents (1976-2016). Predict the product of the given reaction. (1) Given the reactants C[O:2][C:3]([C:5]1[N:6]=[C:7]([NH:11][C:12]2[CH:17]=[CH:16][C:15]([Cl:18])=[C:14]([O:19][CH3:20])[CH:13]=2)[S:8][C:9]=1[CH3:10])=[O:4].[OH-].[K+].[K], predict the reaction product. The product is: [Cl:18][C:15]1[CH:16]=[CH:17][C:12]([NH:11][C:7]2[S:8][C:9]([CH3:10])=[C:5]([C:3]([OH:4])=[O:2])[N:6]=2)=[CH:13][C:14]=1[O:19][CH3:20]. (2) Given the reactants [NH2:1][C:2]1[CH:6]=[C:5]([C:7]([CH3:10])([CH3:9])[CH3:8])[S:4][C:3]=1[C:11]([O:13][CH3:14])=[O:12].[C:15](O[C:15]([O:17][C:18]([CH3:21])([CH3:20])[CH3:19])=[O:16])([O:17][C:18]([CH3:21])([CH3:20])[CH3:19])=[O:16], predict the reaction product. The product is: [C:15]([NH:1][C:2]1[CH:6]=[C:5]([C:7]([CH3:10])([CH3:8])[CH3:9])[S:4][C:3]=1[C:11]([O:13][CH3:14])=[O:12])([O:17][C:18]([CH3:21])([CH3:20])[CH3:19])=[O:16]. (3) Given the reactants [CH3:1][C:2]1[CH:7]=[CH:6][C:5]([C:8]2[CH:13]=[CH:12][C:11]([C:14]3[O:18][N:17]=[C:16]([C:19]4[CH:45]=[CH:44][C:22]([CH2:23][N:24]([CH2:36][C:37]([O:39][C:40]([CH3:43])([CH3:42])[CH3:41])=[O:38])[C:25](=[O:35])[C:26]5[CH:31]=[CH:30][C:29]([N+:32]([O-])=O)=[CH:28][CH:27]=5)=[CH:21][CH:20]=4)[N:15]=3)=[CH:10][CH:9]=2)=[CH:4][CH:3]=1.O.S(S([O-])=O)([O-])=O.[Na+].[Na+], predict the reaction product. The product is: [NH2:32][C:29]1[CH:30]=[CH:31][C:26]([C:25]([N:24]([CH2:36][C:37]([O:39][C:40]([CH3:41])([CH3:42])[CH3:43])=[O:38])[CH2:23][C:22]2[CH:21]=[CH:20][C:19]([C:16]3[N:15]=[C:14]([C:11]4[CH:12]=[CH:13][C:8]([C:5]5[CH:6]=[CH:7][C:2]([CH3:1])=[CH:3][CH:4]=5)=[CH:9][CH:10]=4)[O:18][N:17]=3)=[CH:45][CH:44]=2)=[O:35])=[CH:27][CH:28]=1. (4) Given the reactants [Cl:1][C:2]1[CH:3]=[CH:4][C:5]2[N:11]3[C:12]([C:15]([Cl:18])([F:17])[F:16])=[N:13][N:14]=[C:10]3[C@@H:9]([CH2:19][C:20]([OH:22])=O)[O:8][C@H:7]([C:23]3[CH:28]=[CH:27][CH:26]=[C:25]([O:29][CH3:30])[C:24]=3[O:31][CH3:32])[C:6]=2[CH:33]=1.Cl.C(N=C=NCCCN(C)C)C.[NH:46]1[CH2:51][CH2:50][CH:49]([CH2:52][C:53]([O:55][C:56]([CH3:59])([CH3:58])[CH3:57])=[O:54])[CH2:48][CH2:47]1.O.ON1C2C=CC=CC=2N=N1, predict the reaction product. The product is: [Cl:1][C:2]1[CH:3]=[CH:4][C:5]2[N:11]3[C:12]([C:15]([Cl:18])([F:16])[F:17])=[N:13][N:14]=[C:10]3[C@@H:9]([CH2:19][C:20]([N:46]3[CH2:51][CH2:50][CH:49]([CH2:52][C:53]([O:55][C:56]([CH3:59])([CH3:58])[CH3:57])=[O:54])[CH2:48][CH2:47]3)=[O:22])[O:8][C@H:7]([C:23]3[CH:28]=[CH:27][CH:26]=[C:25]([O:29][CH3:30])[C:24]=3[O:31][CH3:32])[C:6]=2[CH:33]=1. (5) Given the reactants Br[C:2]1[CH:7]=[CH:6][C:5]([C:8]2([C:12]([N:14]3[CH2:18][CH2:17][C@@:16]4([C:22]5[CH:23]=[CH:24][CH:25]=[CH:26][C:21]=5[C:20](=[O:27])[O:19]4)[CH2:15]3)=[O:13])[CH2:11][CH2:10][CH2:9]2)=[CH:4][CH:3]=1.[O:28]1[CH2:32][CH2:31][NH:30][C:29]1=[O:33].C1(C)C=CC=CC=1.C(P(C(C)(C)C)C(C)(C)C)(C)(C)C.C(=O)([O-])[O-].[Cs+].[Cs+], predict the reaction product. The product is: [O:33]=[C:29]1[N:30]([C:2]2[CH:7]=[CH:6][C:5]([C:8]3([C:12]([N:14]4[CH2:18][CH2:17][C@@:16]5([C:22]6[CH:23]=[CH:24][CH:25]=[CH:26][C:21]=6[C:20](=[O:27])[O:19]5)[CH2:15]4)=[O:13])[CH2:11][CH2:10][CH2:9]3)=[CH:4][CH:3]=2)[CH2:31][CH2:32][O:28]1.